Dataset: Peptide-MHC class I binding affinity with 185,985 pairs from IEDB/IMGT. Task: Regression. Given a peptide amino acid sequence and an MHC pseudo amino acid sequence, predict their binding affinity value. This is MHC class I binding data. (1) The peptide sequence is SPGDLQTLAL. The MHC is HLA-B07:02 with pseudo-sequence HLA-B07:02. The binding affinity (normalized) is 0.863. (2) The peptide sequence is LTPIFSDLLK. The MHC is HLA-A68:01 with pseudo-sequence HLA-A68:01. The binding affinity (normalized) is 0.737. (3) The peptide sequence is HMYISKKAK. The MHC is HLA-B45:01 with pseudo-sequence HLA-B45:01. The binding affinity (normalized) is 0. (4) The peptide sequence is NMDKAVKLY. The MHC is HLA-A02:19 with pseudo-sequence HLA-A02:19. The binding affinity (normalized) is 0.0847. (5) The peptide sequence is SEFSSLPSYA. The MHC is HLA-B44:03 with pseudo-sequence HLA-B44:03. The binding affinity (normalized) is 0.762.